The task is: Predict the reaction yield, written as a fraction of the theoretical maximum amount of product (1.0 means a 100% yield; for example, 0.34 means a 34% yield).. This data is from Reaction yield outcomes from USPTO patents with 853,638 reactions. The reactants are [I:1]N1C(=O)CCC1=O.[CH3:9][O:10][C:11]([CH:13]1[CH2:18][CH2:17][CH:16]([C:19]2[CH:24]=[C:23]([N:25]([CH2:34][O:35][CH2:36][CH2:37][Si:38]([CH3:41])([CH3:40])[CH3:39])[CH2:26][O:27][CH2:28][CH2:29][Si:30]([CH3:33])([CH3:32])[CH3:31])[N:22]3[N:42]=[CH:43][CH:44]=[C:21]3[N:20]=2)[CH2:15][CH2:14]1)=[O:12]. The catalyst is C(#N)C. The product is [CH3:9][O:10][C:11]([CH:13]1[CH2:14][CH2:15][CH:16]([C:19]2[CH:24]=[C:23]([N:25]([CH2:34][O:35][CH2:36][CH2:37][Si:38]([CH3:41])([CH3:40])[CH3:39])[CH2:26][O:27][CH2:28][CH2:29][Si:30]([CH3:32])([CH3:33])[CH3:31])[N:22]3[N:42]=[CH:43][C:44]([I:1])=[C:21]3[N:20]=2)[CH2:17][CH2:18]1)=[O:12]. The yield is 0.828.